This data is from Catalyst prediction with 721,799 reactions and 888 catalyst types from USPTO. The task is: Predict which catalyst facilitates the given reaction. Reactant: [Br:1][C:2]1[CH:10]=[C:9]([F:11])[C:5]([C:6]([OH:8])=O)=[C:4]([F:12])[CH:3]=1.[CH3:13][C:14]1[C:15]([N:21]2[CH2:26][CH2:25][NH:24][CH2:23][CH2:22]2)=[N:16][CH:17]=[C:18]([CH3:20])[CH:19]=1.ON1C2C=CC=CC=2N=N1.Cl.C(N=C=NCCCN(C)C)C. Product: [Br:1][C:2]1[CH:3]=[C:4]([F:12])[C:5]([C:6]([N:24]2[CH2:25][CH2:26][N:21]([C:15]3[C:14]([CH3:13])=[CH:19][C:18]([CH3:20])=[CH:17][N:16]=3)[CH2:22][CH2:23]2)=[O:8])=[C:9]([F:11])[CH:10]=1. The catalyst class is: 391.